Dataset: Catalyst prediction with 721,799 reactions and 888 catalyst types from USPTO. Task: Predict which catalyst facilitates the given reaction. Reactant: [H-].[Al+3].[Li+].[H-].[H-].[H-].C1COCC1.[NH2:12][C:13]1([C:26](O)=[O:27])[CH2:18][CH2:17][N:16]([CH2:19][C:20]2[CH:25]=[CH:24][CH:23]=[CH:22][CH:21]=2)[CH2:15][CH2:14]1.[OH-].[Na+]. Product: [NH2:12][C:13]1([CH2:26][OH:27])[CH2:18][CH2:17][N:16]([CH2:19][C:20]2[CH:25]=[CH:24][CH:23]=[CH:22][CH:21]=2)[CH2:15][CH2:14]1. The catalyst class is: 6.